From a dataset of Forward reaction prediction with 1.9M reactions from USPTO patents (1976-2016). Predict the product of the given reaction. Given the reactants [C:1]([NH:4][CH:5]([CH2:10][C:11]1[CH:16]=[CH:15][C:14](B2OC(C)(C)C(C)(C)O2)=[CH:13][CH:12]=1)[C:6]([O:8][CH3:9])=[O:7])(=[O:3])[CH3:2].C(=O)([O-])[O-].[K+].[K+].Br[C:33]1[C:34]([NH:39][C:40](=[O:46])[O:41][C:42]([CH3:45])([CH3:44])[CH3:43])=[N:35][N:36]([CH3:38])[CH:37]=1, predict the reaction product. The product is: [C:1]([NH:4][CH:5]([CH2:10][C:11]1[CH:12]=[CH:13][C:14]([C:33]2[C:34]([NH:39][C:40]([O:41][C:42]([CH3:45])([CH3:44])[CH3:43])=[O:46])=[N:35][N:36]([CH3:38])[CH:37]=2)=[CH:15][CH:16]=1)[C:6]([O:8][CH3:9])=[O:7])(=[O:3])[CH3:2].